Dataset: Reaction yield outcomes from USPTO patents with 853,638 reactions. Task: Predict the reaction yield, written as a fraction of the theoretical maximum amount of product (1.0 means a 100% yield; for example, 0.34 means a 34% yield). (1) The reactants are [CH2:1]([NH:8][CH:9]1[CH2:14][CH2:13][N:12]([CH2:15][CH2:16][CH3:17])[CH2:11][CH2:10]1)[C:2]1[CH:7]=[CH:6][CH:5]=[CH:4][CH:3]=1.[CH2:18]([N:20]([CH2:30][CH3:31])[C:21](=[O:29])[C:22]1[CH:27]=[CH:26][C:25](Br)=[CH:24][CH:23]=1)[CH3:19].CC(C)([O-])C.[Na+].ClCCl. The catalyst is C1(C)C=CC=CC=1.C1C=CC(/C=C/C(/C=C/C2C=CC=CC=2)=O)=CC=1.C1C=CC(/C=C/C(/C=C/C2C=CC=CC=2)=O)=CC=1.C1C=CC(/C=C/C(/C=C/C2C=CC=CC=2)=O)=CC=1.[Pd].[Pd].C1C=CC(P(C2C=CC3C(=CC=CC=3)C=2C2C3C(=CC=CC=3)C=CC=2P(C2C=CC=CC=2)C2C=CC=CC=2)C2C=CC=CC=2)=CC=1.O. The product is [CH2:30]([N:20]([CH2:18][CH3:19])[C:21](=[O:29])[C:22]1[CH:27]=[CH:26][C:25]([N:8]([CH2:1][C:2]2[CH:3]=[CH:4][CH:5]=[CH:6][CH:7]=2)[CH:9]2[CH2:14][CH2:13][N:12]([CH2:15][CH2:16][CH3:17])[CH2:11][CH2:10]2)=[CH:24][CH:23]=1)[CH3:31]. The yield is 0.620. (2) The reactants are Br[C:2]1[CH:3]=[C:4]([C:8]2[C:17]3[C:16]4[CH2:18][C:19]([CH3:22])([CH3:21])[O:20][C:15]=4[C:14]([O:23][CH3:24])=[C:13]([CH2:25][C:26]#[N:27])[C:12]=3[CH2:11][C:10]([CH3:29])([CH3:28])[N:9]=2)[CH:5]=[CH:6][CH:7]=1.C(=[NH:43])(C1C=CC=CC=1)C1C=CC=CC=1.CC(C)([O-])C.[Na+]. The catalyst is C1(C)C=CC=CC=1.C1C=CC(/C=C/C(/C=C/C2C=CC=CC=2)=O)=CC=1.C1C=CC(/C=C/C(/C=C/C2C=CC=CC=2)=O)=CC=1.C1C=CC(/C=C/C(/C=C/C2C=CC=CC=2)=O)=CC=1.[Pd].[Pd]. The product is [NH2:43][C:2]1[CH:3]=[C:4]([C:8]2[C:17]3[C:16]4[CH2:18][C:19]([CH3:22])([CH3:21])[O:20][C:15]=4[C:14]([O:23][CH3:24])=[C:13]([CH2:25][C:26]#[N:27])[C:12]=3[CH2:11][C:10]([CH3:29])([CH3:28])[N:9]=2)[CH:5]=[CH:6][CH:7]=1. The yield is 0.640. (3) The reactants are [Cl:1][C:2]1[N:7]=[C:6](/[CH:8]=[C:9](/[C:11]2[CH:12]=[C:13]([NH:17][S:18]([C:21]3[C:26]([F:27])=[CH:25][CH:24]=[CH:23][C:22]=3[F:28])(=[O:20])=[O:19])[CH:14]=[CH:15][CH:16]=2)\O)[CH:5]=[CH:4][N:3]=1.C1C(=O)N(Br)C(=O)C1.[CH3:37][N:38]([CH3:42])[C:39]([NH2:41])=[S:40]. The catalyst is CC(N(C)C)=O. The product is [Cl:1][C:2]1[N:7]=[C:6]([C:8]2[S:40][C:39]([N:38]([CH3:42])[CH3:37])=[N:41][C:9]=2[C:11]2[CH:12]=[C:13]([NH:17][S:18]([C:21]3[C:26]([F:27])=[CH:25][CH:24]=[CH:23][C:22]=3[F:28])(=[O:20])=[O:19])[CH:14]=[CH:15][CH:16]=2)[CH:5]=[CH:4][N:3]=1. The yield is 0.250. (4) The reactants are Cl[C:2]1[C:3]([NH2:12])=[N:4][C:5]2[C:10]([N:11]=1)=[CH:9][CH:8]=[CH:7][CH:6]=2.[CH3:13][O:14][C:15]1[CH:16]=[C:17]([CH:19]=[C:20]([O:22][CH3:23])[CH:21]=1)[NH2:18]. The catalyst is CN1C(=O)CCC1. The product is [CH3:23][O:22][C:20]1[CH:19]=[C:17]([NH:18][C:2]2[C:3]([NH2:12])=[N:4][C:5]3[C:10](=[CH:9][CH:8]=[CH:7][CH:6]=3)[N:11]=2)[CH:16]=[C:15]([O:14][CH3:13])[CH:21]=1. The yield is 0.600. (5) The reactants are C[O:2][C:3](=[O:33])[CH2:4][C:5]1[C:14]([CH3:15])=[C:13]([CH:16]2[CH2:21][CH2:20][N:19]([C:22](=[O:31])[NH:23][C:24]3[CH:29]=[CH:28][CH:27]=[CH:26][C:25]=3[Cl:30])[CH2:18][CH2:17]2)[C:12]2[C:7](=[CH:8][CH:9]=[C:10]([F:32])[CH:11]=2)[CH:6]=1.O.[OH-].[Li+]. The catalyst is C1COCC1.O. The product is [Cl:30][C:25]1[CH:26]=[CH:27][CH:28]=[CH:29][C:24]=1[NH:23][C:22]([N:19]1[CH2:18][CH2:17][CH:16]([C:13]2[C:12]3[C:7](=[CH:8][CH:9]=[C:10]([F:32])[CH:11]=3)[CH:6]=[C:5]([CH2:4][C:3]([OH:33])=[O:2])[C:14]=2[CH3:15])[CH2:21][CH2:20]1)=[O:31]. The yield is 0.460. (6) The reactants are [Cl:1][C:2]1[CH:3]=[C:4]([NH:9][C:10]([C:13]2[N:14]=[N:15][S:16][C:17]=2[CH2:18][O:19][Si](C(C)C)(C(C)C)C(C)C)=[N:11][OH:12])[CH:5]=[CH:6][C:7]=1[F:8].Cl. The catalyst is CO.O1CCOCC1. The product is [Cl:1][C:2]1[CH:3]=[C:4]([NH:9][C:10]([C:13]2[N:14]=[N:15][S:16][C:17]=2[CH2:18][OH:19])=[N:11][OH:12])[CH:5]=[CH:6][C:7]=1[F:8]. The yield is 0.420. (7) The reactants are [Br:1][C:2]1[CH:3]=[CH:4][C:5]([C:8]2[NH:9][C:10](=[O:15])[C:11]([CH3:14])([CH3:13])[N:12]=2)=[N:6][CH:7]=1.IC.[H-].[Na+].[C:20]([O-])(O)=O.[Na+]. The catalyst is CN(C=O)C. The product is [Br:1][C:2]1[CH:3]=[CH:4][C:5]([C:8]2[N:9]([CH3:20])[C:10](=[O:15])[C:11]([CH3:13])([CH3:14])[N:12]=2)=[N:6][CH:7]=1. The yield is 0.860. (8) The reactants are [Cl:1][C:2]1[N:7]=[CH:6][C:5]([NH2:8])=[C:4]([C:9]2[C:10]([F:24])=[N:11][CH:12]=[C:13](B3OC(C)(C)C(C)(C)O3)[CH:14]=2)[CH:3]=1.[CH3:25][O:26][C:27]1[CH:28]=[C:29](OS(C(F)(F)F)(=O)=O)[CH:30]=[C:31]([O:40][CH3:41])[C:32]=1[CH2:33][N:34]1[CH2:39][CH2:38][CH2:37][CH2:36][CH2:35]1. The catalyst is [F-].[K+].C(#N)C. The product is [Cl:1][C:2]1[N:7]=[CH:6][C:5]([NH2:8])=[C:4]([C:9]2[C:10]([F:24])=[N:11][CH:12]=[C:13]([C:29]3[CH:30]=[C:31]([O:40][CH3:41])[C:32]([CH2:33][N:34]4[CH2:39][CH2:38][CH2:37][CH2:36][CH2:35]4)=[C:27]([O:26][CH3:25])[CH:28]=3)[CH:14]=2)[CH:3]=1. The yield is 0.760.